This data is from Full USPTO retrosynthesis dataset with 1.9M reactions from patents (1976-2016). The task is: Predict the reactants needed to synthesize the given product. (1) Given the product [Cl:1][C:2]1[CH:7]=[CH:6][C:5]([S:8][CH2:9][C:10]2[CH:15]=[N:14][N:13]([C:24]3[CH:25]=[CH:26][C:21]([O:20][CH2:19][C:18]([OH:17])([CH3:33])[CH3:32])=[C:22]([O:30][CH3:31])[CH:23]=3)[C:12](=[O:16])[CH:11]=2)=[CH:4][CH:3]=1, predict the reactants needed to synthesize it. The reactants are: [Cl:1][C:2]1[CH:7]=[CH:6][C:5]([S:8][CH2:9][C:10]2[CH:15]=[N:14][NH:13][C:12](=[O:16])[CH:11]=2)=[CH:4][CH:3]=1.[OH:17][C:18]([CH3:33])([CH3:32])[CH2:19][O:20][C:21]1[CH:26]=[CH:25][C:24](B(O)O)=[CH:23][C:22]=1[O:30][CH3:31].N1C=CC=CC=1.Cl. (2) The reactants are: [F:1][C:2]1[C:7]([O:8][CH:9]([CH3:11])[CH3:10])=[CH:6][CH:5]=[C:4]([N+:12]([O-])=O)[C:3]=1[CH2:15][C:16]([O:18]CC)=O. Given the product [F:1][C:2]1[C:7]([O:8][CH:9]([CH3:11])[CH3:10])=[CH:6][CH:5]=[C:4]2[C:3]=1[CH2:15][C:16](=[O:18])[NH:12]2, predict the reactants needed to synthesize it. (3) Given the product [CH2:35]([N:23]([CH2:16][C:17]1[CH:22]=[CH:21][CH:20]=[CH:19][CH:18]=1)[C@@H:24]1[CH2:30][CH2:29][CH2:28][CH2:27][CH2:26][C@H:25]1[C:31]([O:33][CH3:34])=[O:32])[C:36]1[CH:37]=[CH:38][CH:39]=[CH:40][CH:41]=1, predict the reactants needed to synthesize it. The reactants are: C[Si]([N-][Si](C)(C)C)(C)C.[K+].C(O)(C)(C)C.[CH2:16]([N:23]([CH2:35][C:36]1[CH:41]=[CH:40][CH:39]=[CH:38][CH:37]=1)[C@H:24]1[CH2:30][CH2:29][CH2:28][CH2:27][CH2:26][C@H:25]1[C:31]([O:33][CH3:34])=[O:32])[C:17]1[CH:22]=[CH:21][CH:20]=[CH:19][CH:18]=1. (4) Given the product [CH3:1][N:2]([CH2:4][C:5]1[CH:6]=[C:7]([NH:11][C:12]([C@H:14]([NH:26][C:27]([N:29]2[CH2:34][CH2:33][N:32]([C:35]3[CH:40]=[CH:39][C:38]([F:41])=[CH:37][C:36]=3[C:42]3[O:43][CH:55]=[N:54][CH:53]=3)[CH2:31][CH2:30]2)=[O:28])[C@H:15]([C:17]2[C:25]3[C:20](=[CH:21][CH:22]=[CH:23][CH:24]=3)[NH:19][CH:18]=2)[CH3:16])=[O:13])[CH:8]=[CH:9][CH:10]=1)[CH3:3], predict the reactants needed to synthesize it. The reactants are: [CH3:1][N:2]([CH2:4][C:5]1[CH:6]=[C:7]([NH:11][C:12]([C@H:14]([NH:26][C:27]([N:29]2[CH2:34][CH2:33][N:32]([C:35]3[CH:40]=[CH:39][C:38]([F:41])=[CH:37][C:36]=3[CH:42]=[O:43])[CH2:31][CH2:30]2)=[O:28])[C@H:15]([C:17]2[C:25]3[C:20](=[CH:21][CH:22]=[CH:23][CH:24]=3)[NH:19][CH:18]=2)[CH3:16])=[O:13])[CH:8]=[CH:9][CH:10]=1)[CH3:3].C1(C)C=CC(S([CH2:53][N+:54]#[C-:55])(=O)=O)=CC=1.C(=O)([O-])[O-].[K+].[K+].